This data is from Peptide-MHC class I binding affinity with 185,985 pairs from IEDB/IMGT. The task is: Regression. Given a peptide amino acid sequence and an MHC pseudo amino acid sequence, predict their binding affinity value. This is MHC class I binding data. (1) The peptide sequence is RQTVSRFKK. The MHC is HLA-A03:01 with pseudo-sequence HLA-A03:01. The binding affinity (normalized) is 0.660. (2) The peptide sequence is KSAAIDGEY. The MHC is HLA-A80:01 with pseudo-sequence HLA-A80:01. The binding affinity (normalized) is 0.649. (3) The peptide sequence is LICYQIEYI. The MHC is HLA-A02:19 with pseudo-sequence HLA-A02:19. The binding affinity (normalized) is 0.0847. (4) The peptide sequence is IPEISSNDNA. The MHC is HLA-B07:02 with pseudo-sequence HLA-B07:02. The binding affinity (normalized) is 0.